From a dataset of Full USPTO retrosynthesis dataset with 1.9M reactions from patents (1976-2016). Predict the reactants needed to synthesize the given product. The reactants are: [Br:1][C:2]1[CH:7]=[CH:6][C:5]([OH:8])=[CH:4][C:3]=1C.[C:10]1(B(O)O)[CH:15]=[CH:14][CH:13]=[CH:12][CH:11]=1.[CH2:19](Cl)Cl. Given the product [Br:1][C:2]1[CH:3]=[CH:4][C:5]([O:8][C:10]2[CH:15]=[CH:14][CH:13]=[CH:12][CH:11]=2)=[C:6]([CH3:19])[CH:7]=1, predict the reactants needed to synthesize it.